From a dataset of Full USPTO retrosynthesis dataset with 1.9M reactions from patents (1976-2016). Predict the reactants needed to synthesize the given product. (1) Given the product [NH:6]1[C:10]2[CH:11]=[C:12]([C@H:15]([NH:24][S:22]([C:19]([CH3:21])([CH3:20])[CH3:18])=[O:23])[CH3:16])[CH:13]=[CH:14][C:9]=2[N:8]=[N:7]1, predict the reactants needed to synthesize it. The reactants are: C1COCC1.[NH:6]1[C:10]2[CH:11]=[C:12]([C:15](=O)[CH3:16])[CH:13]=[CH:14][C:9]=2[N:8]=[N:7]1.[CH3:18][C:19]([S@:22]([NH-:24])=[O:23])([CH3:21])[CH3:20].[BH4-].[Na+]. (2) The reactants are: [CH2:1]([C@@H:8]1[CH2:12][O:11][C:10](=[O:13])[NH:9]1)[C:2]1[CH:7]=[CH:6][CH:5]=[CH:4][CH:3]=1.C([Li])CCC.[CH2:19]([O:26][C:27]1[C:32]([F:33])=[CH:31][C:30]([CH2:34][CH:35]([CH3:39])[C:36]([OH:38])=[O:37])=[CH:29][C:28]=1[F:40])[C:20]1[CH:25]=[CH:24][CH:23]=[CH:22][CH:21]=1. Given the product [CH2:1]([C@@H:8]1[CH2:12][O:11][C:10](=[O:13])[N:9]1[C:36](=[O:37])[C@@H:35]([CH3:39])[CH2:34][C:30]1[CH:31]=[C:32]([F:33])[C:27]([O:26][CH2:19][C:20]2[CH:25]=[CH:24][CH:23]=[CH:22][CH:21]=2)=[C:28]([F:40])[CH:29]=1)[C:2]1[CH:3]=[CH:4][CH:5]=[CH:6][CH:7]=1.[CH2:1]([C@@H:8]1[CH2:12][O:11][C:10](=[O:13])[N:9]1[C:36](=[O:38])[C@H:35]([CH3:39])[CH2:34][C:30]1[CH:29]=[C:28]([F:40])[C:27]([O:26][CH2:19][C:20]2[CH:21]=[CH:22][CH:23]=[CH:24][CH:25]=2)=[C:32]([F:33])[CH:31]=1)[C:2]1[CH:3]=[CH:4][CH:5]=[CH:6][CH:7]=1, predict the reactants needed to synthesize it. (3) Given the product [F:1][C:2]1[CH:3]=[C:4]([NH:18][C:22]([C:21]2[C:25]([F:30])=[CH:26][CH:27]=[C:28]([F:29])[C:20]=2[F:19])=[O:23])[CH:5]=[CH:6][C:7]=1[C:8]1[N:12]([CH3:13])[N:11]=[C:10]([C:14]([F:16])([F:17])[F:15])[CH:9]=1, predict the reactants needed to synthesize it. The reactants are: [F:1][C:2]1[CH:3]=[C:4]([NH2:18])[CH:5]=[CH:6][C:7]=1[C:8]1[N:12]([CH3:13])[N:11]=[C:10]([C:14]([F:17])([F:16])[F:15])[CH:9]=1.[F:19][C:20]1[C:28]([F:29])=[CH:27][CH:26]=[C:25]([F:30])[C:21]=1[C:22](Cl)=[O:23].CCN(C(C)C)C(C)C.C([O-])(O)=O.[Na+].C(Cl)Cl. (4) The reactants are: [H-].[Na+].Cl[C:4]1[CH:12]=[CH:11][C:10]([N+:13]([O-:15])=[O:14])=[CH:9][C:5]=1[C:6]([OH:8])=[O:7].[CH3:16][CH2:17][CH:18]([OH:21])[CH2:19][CH3:20].Cl. Given the product [CH2:17]([CH:18]([O:21][C:4]1[CH:12]=[CH:11][C:10]([N+:13]([O-:15])=[O:14])=[CH:9][C:5]=1[C:6]([OH:8])=[O:7])[CH2:19][CH3:20])[CH3:16], predict the reactants needed to synthesize it.